From a dataset of CYP1A2 inhibition data for predicting drug metabolism from PubChem BioAssay. Regression/Classification. Given a drug SMILES string, predict its absorption, distribution, metabolism, or excretion properties. Task type varies by dataset: regression for continuous measurements (e.g., permeability, clearance, half-life) or binary classification for categorical outcomes (e.g., BBB penetration, CYP inhibition). Dataset: cyp1a2_veith. (1) The drug is Cc1cccc(-c2nsc(SCC(=O)Nc3nccs3)n2)c1. The result is 1 (inhibitor). (2) The compound is COc1ccc(N(Cc2c(C(F)(F)F)nn(C)c2Cl)S(=O)(=O)c2ccc(C)cc2)cc1. The result is 0 (non-inhibitor). (3) The drug is CC(=O)Nc1ccccc1C(=O)C(=O)Nc1ccc(F)cc1. The result is 0 (non-inhibitor). (4) The molecule is CC(=O)CC(=O)[C@@]1(O)CC[C@@H]2[C@@H]3C=C(C)C4=CC(=O)CC[C@@H]4[C@H]3CC[C@]21C. The result is 0 (non-inhibitor). (5) The result is 0 (non-inhibitor). The molecule is O=C(NNC(=O)c1ccccc1)C(=O)N1CCCCC1. (6) The drug is Cc1ccc(OCC(=O)Nc2ccccc2-c2ccccc2)cc1. The result is 1 (inhibitor). (7) The compound is CCCC[C@@H]1C[C@H]1C(NC(=O)c1cccs1)c1ccc(C(F)(F)F)cc1. The result is 1 (inhibitor). (8) The drug is NCc1ccc(C(=O)O)cc1. The result is 0 (non-inhibitor). (9) The drug is Cc1cc(N2CCN(C)CC2)nc2ccc(NC(=O)CCC(=O)NCc3ccco3)cc12. The result is 1 (inhibitor).